Task: Predict hERG channel inhibition at various concentrations.. Dataset: hERG Central: cardiac toxicity at 1µM, 10µM, and general inhibition (1) The drug is [Br-].c1ccc(-n2c(-c3cccs3)c[n+]3c2CCc2ccccc2-3)cc1. Results: hERG_inhib (hERG inhibition (general)): blocker. (2) The drug is COc1cc(C(=O)OCC(=O)c2cc(C)n(CC3CCCO3)c2C)cc(OC)c1C. Results: hERG_inhib (hERG inhibition (general)): blocker. (3) Results: hERG_inhib (hERG inhibition (general)): blocker. The drug is Cc1cc(Cl)c(OCCCN2CCCCC2)c(Br)c1.O=C(O)C(=O)O.